From a dataset of Catalyst prediction with 721,799 reactions and 888 catalyst types from USPTO. Predict which catalyst facilitates the given reaction. (1) Reactant: [CH3:1][O:2][S:3]([C:6]1[CH:11]=[CH:10][CH:9]=[CH:8][C:7]=1[N+:12]([O-])=O)(=[O:5])=[O:4].C(O)(=O)C.Cl.[OH-].[Na+]. Product: [CH3:1][O:2][S:3]([C:6]1[CH:11]=[CH:10][CH:9]=[CH:8][C:7]=1[NH2:12])(=[O:4])=[O:5]. The catalyst class is: 408. (2) Reactant: [Cl:1][C:2]1[CH:7]=[CH:6][C:5]([CH2:8][CH:9]([C:13]2[CH:18]=[CH:17][CH:16]=[CH:15][CH:14]=2)[C:10](=[O:12])[CH3:11])=[CH:4][CH:3]=1.[BH4-].[Na+]. Product: [Cl:1][C:2]1[CH:3]=[CH:4][C:5]([CH2:8][CH:9]([C:13]2[CH:14]=[CH:15][CH:16]=[CH:17][CH:18]=2)[CH:10]([OH:12])[CH3:11])=[CH:6][CH:7]=1. The catalyst class is: 5. (3) Reactant: [CH:1]([N-]C(C)C)(C)C.[Li+].[CH2:9]([O:11][C:12](=[O:36])[CH2:13][C:14]1[N:15]=[C:16]([N:19]([C:29]([O:31][C:32]([CH3:35])([CH3:34])[CH3:33])=[O:30])[CH2:20][C:21]2[CH:26]=[CH:25][C:24]([O:27][CH3:28])=[CH:23][CH:22]=2)[S:17][CH:18]=1)[CH3:10].CI. Product: [CH2:9]([O:11][C:12](=[O:36])[CH:13]([C:14]1[N:15]=[C:16]([N:19]([C:29]([O:31][C:32]([CH3:35])([CH3:34])[CH3:33])=[O:30])[CH2:20][C:21]2[CH:26]=[CH:25][C:24]([O:27][CH3:28])=[CH:23][CH:22]=2)[S:17][CH:18]=1)[CH3:1])[CH3:10]. The catalyst class is: 1. (4) Reactant: [C:1]([C:3]1[CH:4]=[C:5]([CH:10]=[CH:11][C:12]=1[O:13][CH:14]([CH3:16])[CH3:15])[C:6]([O:8][CH3:9])=[O:7])#[N:2].[OH-].[Na+].FC(F)(F)C(OC1[C:29]([F:30])=[C:28]([F:31])[C:27]([F:32])=[C:26]([F:33])[C:25]=1[F:34])=O.C(N(CC)CC)C. Product: [C:1]([C:3]1[CH:4]=[C:5]([CH:10]=[CH:11][C:12]=1[O:13][CH:14]([CH3:16])[CH3:15])[C:6]([O:8][C:9]1[C:29]([F:30])=[C:28]([F:31])[C:27]([F:32])=[C:26]([F:33])[C:25]=1[F:34])=[O:7])#[N:2]. The catalyst class is: 24. (5) Reactant: C[O:2][C:3](=[O:24])[C:4]([NH:7][C:8]([C:10]1[C:15]([OH:16])=[CH:14][C:13]([C:17]2[CH:22]=[CH:21][CH:20]=[C:19]([Cl:23])[CH:18]=2)=[CH:12][N:11]=1)=[O:9])([CH3:6])[CH3:5].[Li+].[OH-].O. Product: [Cl:23][C:19]1[CH:18]=[C:17]([C:13]2[CH:14]=[C:15]([OH:16])[C:10]([C:8]([NH:7][C:4]([CH3:5])([CH3:6])[C:3]([OH:24])=[O:2])=[O:9])=[N:11][CH:12]=2)[CH:22]=[CH:21][CH:20]=1. The catalyst class is: 1. (6) Reactant: [C:1]1([S:7]([N:10]2[C:18]3[C:13](=[CH:14][CH:15]=[CH:16][CH:17]=3)[CH:12]=[C:11]2[CH:19]([C:21]2[CH:26]=[CH:25][CH:24]=[C:23]([C:27]3[N:28]([S:36]([C:39]4[CH:44]=[CH:43][CH:42]=[CH:41][CH:40]=4)(=[O:38])=[O:37])[C:29]4[C:34]([CH:35]=3)=[CH:33][CH:32]=[CH:31][CH:30]=4)[CH:22]=2)[OH:20])(=[O:9])=[O:8])[CH:6]=[CH:5][CH:4]=[CH:3][CH:2]=1.CN(C=O)C.O. Product: [C:1]1([S:7]([N:10]2[C:18]3[C:13](=[CH:14][CH:15]=[CH:16][CH:17]=3)[CH:12]=[C:11]2[C:19]([C:21]2[CH:26]=[CH:25][CH:24]=[C:23]([C:27]3[N:28]([S:36]([C:39]4[CH:44]=[CH:43][CH:42]=[CH:41][CH:40]=4)(=[O:37])=[O:38])[C:29]4[C:34]([CH:35]=3)=[CH:33][CH:32]=[CH:31][CH:30]=4)[CH:22]=2)=[O:20])(=[O:8])=[O:9])[CH:2]=[CH:3][CH:4]=[CH:5][CH:6]=1. The catalyst class is: 2. (7) Reactant: [CH3:1][O:2][C:3]1[CH:10]=[CH:9][C:6]([CH2:7]Cl)=[CH:5][CH:4]=1.[N-:11]=[N+:12]=[N-:13].[Na+]. Product: [N:11]([CH2:7][C:6]1[CH:9]=[CH:10][C:3]([O:2][CH3:1])=[CH:4][CH:5]=1)=[N+:12]=[N-:13]. The catalyst class is: 18.